Dataset: Full USPTO retrosynthesis dataset with 1.9M reactions from patents (1976-2016). Task: Predict the reactants needed to synthesize the given product. (1) Given the product [CH3:21][S:22]([O:11][CH2:10][C:7]1[CH:8]=[CH:9][C:4]([O:3][CH2:1][CH3:2])=[CH:5][C:6]=1[O:12][CH3:13])(=[O:24])=[O:23], predict the reactants needed to synthesize it. The reactants are: [CH2:1]([O:3][C:4]1[CH:9]=[CH:8][C:7]([CH2:10][OH:11])=[C:6]([O:12][CH3:13])[CH:5]=1)[CH3:2].C(N(CC)CC)C.[CH3:21][S:22](Cl)(=[O:24])=[O:23]. (2) Given the product [C:4]([C:6]1[CH:15]=[CH:14][C:9]([CH2:10][OH:11])=[C:8]([NH:16][C:17](=[O:22])[C:18]([CH3:19])([CH3:20])[CH3:21])[CH:7]=1)#[N:5], predict the reactants needed to synthesize it. The reactants are: [Cl-].[Ca+2].[Cl-].[C:4]([C:6]1[CH:15]=[CH:14][C:9]([C:10](OC)=[O:11])=[C:8]([NH:16][C:17](=[O:22])[C:18]([CH3:21])([CH3:20])[CH3:19])[CH:7]=1)#[N:5].[BH4-].[Na+].[Cl-].[NH4+]. (3) Given the product [OH:16][C:9]1[C:10]([CH3:15])=[CH:11][C:12]([F:14])=[CH:13][C:8]=1[CH2:7][NH2:6], predict the reactants needed to synthesize it. The reactants are: Cl.ClCC([NH:6][CH2:7][C:8]1[CH:13]=[C:12]([F:14])[CH:11]=[C:10]([CH3:15])[C:9]=1[OH:16])=O.C(=O)(O)[O-].[Na+]. (4) Given the product [CH3:1][S:2]([C:3]1[O:7][C:6]([C:8]([OH:13])([CH2:11][CH3:12])[CH2:9][CH3:10])=[N:5][N:4]=1)(=[O:27])=[O:25], predict the reactants needed to synthesize it. The reactants are: [CH3:1][S:2][C:3]1[O:7][C:6]([C:8]([OH:13])([CH2:11][CH3:12])[CH2:9][CH3:10])=[N:5][N:4]=1.ClC1C=C(C=CC=1)C(OO)=O.[OH-:25].[Ca+2].[OH-:27]. (5) The reactants are: [CH3:1][N:2]1[CH2:7][CH2:6][N:5]([C:8]2[C:17]3[C:12](=[CH:13][C:14]4[CH2:20][CH2:19][NH:18][C:15]=4[CH:16]=3)[CH:11]=[CH:10][N:9]=2)[CH2:4][CH2:3]1.[CH3:21][N:22]1[C:26]([C:27]([F:30])([F:29])[F:28])=[C:25]([C:31](OCC)=[O:32])[CH:24]=[N:23]1.C[Al](C)C.Cl. Given the product [CH3:21][N:22]1[C:26]([C:27]([F:28])([F:29])[F:30])=[C:25]([C:31]([N:18]2[C:15]3[CH:16]=[C:17]4[C:12]([CH:11]=[CH:10][N:9]=[C:8]4[N:5]4[CH2:4][CH2:3][N:2]([CH3:1])[CH2:7][CH2:6]4)=[CH:13][C:14]=3[CH2:20][CH2:19]2)=[O:32])[CH:24]=[N:23]1, predict the reactants needed to synthesize it.